This data is from Full USPTO retrosynthesis dataset with 1.9M reactions from patents (1976-2016). The task is: Predict the reactants needed to synthesize the given product. (1) Given the product [CH3:35][O:36][C:37](=[O:50])[CH:38]([CH2:43][CH:44]1[CH2:45][CH2:46][CH2:47][CH2:48][CH2:49]1)[CH2:39][C:40]([NH:32][C:29]1[CH:28]=[CH:27][C:26]([C:24]2[NH:23][C:22]3[CH:33]=[CH:34][C:19]([Cl:18])=[CH:20][C:21]=3[N:25]=2)=[CH:31][CH:30]=1)=[O:41], predict the reactants needed to synthesize it. The reactants are: N1(C(C2CCCCC2C(O)=O)=O)CCOCC1.[Cl:18][C:19]1[CH:34]=[CH:33][C:22]2[NH:23][C:24]([C:26]3[CH:31]=[CH:30][C:29]([NH2:32])=[CH:28][CH:27]=3)=[N:25][C:21]=2[CH:20]=1.[CH3:35][O:36][C:37](=[O:50])[C@H:38]([CH2:43][CH:44]1[CH2:49][CH2:48][CH2:47][CH2:46][CH2:45]1)[CH2:39][C:40](O)=[O:41]. (2) Given the product [Cl:21][C:8]1[C:7]([O:22][CH3:23])=[CH:6][CH:5]=[C:4]2[C:9]=1[N:10]=[C:11]([C:13]1[S:14][CH:15]=[C:16]([CH:18]3[CH2:20][CH2:19]3)[N:17]=1)[CH:2]=[C:1]2[OH:3], predict the reactants needed to synthesize it. The reactants are: [C:1]([C:4]1[C:9]([NH:10][C:11]([C:13]2[S:14][CH:15]=[C:16]([CH:18]3[CH2:20][CH2:19]3)[N:17]=2)=O)=[C:8]([Cl:21])[C:7]([O:22][CH3:23])=[CH:6][CH:5]=1)(=[O:3])[CH3:2].[OH-].[K+].